This data is from Forward reaction prediction with 1.9M reactions from USPTO patents (1976-2016). The task is: Predict the product of the given reaction. (1) Given the reactants Cl.[NH2:2][CH2:3][C@@H:4]([C:6]1[CH:15]=[CH:14][C:13]([OH:16])=[C:12]2[C:7]=1[CH:8]=[CH:9][C:10](=[O:17])[NH:11]2)[OH:5].C(N(CC)CC)C.[C:25]1([C@H:31]([NH:61][C:62]([O:64][C@@H:65]2[CH:70]3[CH2:71][CH2:72][N:67]([CH2:68][CH2:69]3)[CH2:66]2)=[O:63])[C:32]2[CH:33]=[C:34]([CH:58]=[CH:59][CH:60]=2)[O:35][CH2:36][C:37]2[CH:57]=[CH:56][C:40]([C:41]([O:43][CH2:44][CH2:45][O:46][C:47]3[CH:52]=[CH:51][C:50]([CH:53]=O)=[CH:49][C:48]=3[CH3:55])=[O:42])=[CH:39][CH:38]=2)[CH:30]=[CH:29][CH:28]=[CH:27][CH:26]=1.C(O[BH-](OC(=O)C)OC(=O)C)(=O)C.[Na+].C(O)(=O)C, predict the reaction product. The product is: [C:25]1([C@H:31]([NH:61][C:62]([O:64][C@@H:65]2[CH:70]3[CH2:71][CH2:72][N:67]([CH2:68][CH2:69]3)[CH2:66]2)=[O:63])[C:32]2[CH:33]=[C:34]([CH:58]=[CH:59][CH:60]=2)[O:35][CH2:36][C:37]2[CH:57]=[CH:56][C:40]([C:41]([O:43][CH2:44][CH2:45][O:46][C:47]3[CH:52]=[CH:51][C:50]([CH2:53][NH:2][CH2:3][C@H:4]([OH:5])[C:6]4[CH:15]=[CH:14][C:13]([OH:16])=[C:12]5[C:7]=4[CH:8]=[CH:9][C:10](=[O:17])[NH:11]5)=[CH:49][C:48]=3[CH3:55])=[O:42])=[CH:39][CH:38]=2)[CH:26]=[CH:27][CH:28]=[CH:29][CH:30]=1. (2) Given the reactants [Cl-:1].[Cl-].[N+]([C:6]1[CH:11]=[C:10]([N+]([O-])=O)[CH:9]=[CH:8][C:7]=1[N+:15]1[CH:20]=[CH:19][C:18]([C:21]2[CH:26]=[CH:25][N+](C3C=CC([N+]([O-])=O)=CC=3[N+]([O-])=O)=[CH:23][CH:22]=2)=[CH:17][CH:16]=1)([O-])=O.[C:39]([C:43]1[CH:49]=[CH:48][CH:47]=[CH:46][C:44]=1[NH2:45])([CH3:42])([CH3:41])[CH3:40], predict the reaction product. The product is: [Cl-:1].[Cl-:1].[C:39]([C:43]1[CH:49]=[CH:48][CH:47]=[CH:46][C:44]=1[N+:45]1[CH:23]=[CH:22][C:21]([C:18]2[CH:17]=[CH:16][N+:15]([C:7]3[CH:8]=[CH:9][CH:10]=[CH:11][C:6]=3[C:18]([CH3:21])([CH3:19])[CH3:17])=[CH:20][CH:19]=2)=[CH:26][CH:25]=1)([CH3:42])([CH3:40])[CH3:41]. (3) Given the reactants Cl[C:2]1[N:7]=[C:6]([NH:8][CH3:9])[C:5]([N+:10]([O-:12])=[O:11])=[CH:4][N:3]=1.[Cl:13][C:14]1[CH:15]=[C:16]([CH:18]=[CH:19][C:20]=1[Cl:21])[NH2:17], predict the reaction product. The product is: [Cl:13][C:14]1[CH:15]=[C:16]([NH:17][C:2]2[N:7]=[C:6]([NH:8][CH3:9])[C:5]([N+:10]([O-:12])=[O:11])=[CH:4][N:3]=2)[CH:18]=[CH:19][C:20]=1[Cl:21]. (4) Given the reactants O1CC[O:3][CH:2]1[C:6]1[CH:7]=[CH:8][C:9]([C:12]2[S:20][C:19]3[C:14](=[N:15][CH:16]=[CH:17][C:18]=3[O:21][C:22]3[CH:28]=[CH:27][C:25]([NH2:26])=[CH:24][C:23]=3[F:29])[CH:13]=2)=[N:10][CH:11]=1.[F:30][C:31]1[CH:36]=[CH:35][C:34]([N:37]([CH3:44])[C:38](=[O:43])[CH2:39][C:40](O)=[O:41])=[CH:33][CH:32]=1.CCN=C=NCCCN(C)C.Cl, predict the reaction product. The product is: [F:29][C:23]1[CH:24]=[C:25]([NH:26][C:40](=[O:41])[CH2:39][C:38]([N:37]([C:34]2[CH:35]=[CH:36][C:31]([F:30])=[CH:32][CH:33]=2)[CH3:44])=[O:43])[CH:27]=[CH:28][C:22]=1[O:21][C:18]1[CH:17]=[CH:16][N:15]=[C:14]2[CH:13]=[C:12]([C:9]3[CH:8]=[CH:7][C:6]([CH:2]=[O:3])=[CH:11][N:10]=3)[S:20][C:19]=12. (5) Given the reactants [CH:1]1([NH:7][C:8]2[CH:15]=[CH:14][CH:13]=[C:12]([C:16]3[CH:21]=[CH:20][CH:19]=[CH:18][CH:17]=3)[C:9]=2[CH2:10][NH2:11])[CH2:6][CH2:5][CH2:4][CH2:3][CH2:2]1.[C:22](Cl)(Cl)=[O:23].C1(C)C=CC=CC=1.C(N(CC)CC)C, predict the reaction product. The product is: [CH:1]1([N:7]2[C:8]3[C:9](=[C:12]([C:16]4[CH:21]=[CH:20][CH:19]=[CH:18][CH:17]=4)[CH:13]=[CH:14][CH:15]=3)[CH2:10][NH:11][C:22]2=[O:23])[CH2:2][CH2:3][CH2:4][CH2:5][CH2:6]1. (6) Given the reactants [Cl:1][C:2]1[CH:7]=[CH:6][CH:5]=[CH:4][C:3]=1[C@H:8]([O:10][C:11](=[O:26])[NH:12][C:13]1[C:14]([CH3:25])=[N:15][O:16][C:17]=1[C:18]1[CH:23]=[CH:22][C:21](Br)=[CH:20][CH:19]=1)[CH3:9].[CH2:27]([O:29][C:30]([C:32]1[CH:37]=[CH:36][C:35](B(O)O)=[CH:34][CH:33]=1)=[O:31])[CH3:28], predict the reaction product. The product is: [CH2:27]([O:29][C:30]([C:32]1[CH:37]=[CH:36][C:35]([C:21]2[CH:22]=[CH:23][C:18]([C:17]3[O:16][N:15]=[C:14]([CH3:25])[C:13]=3[NH:12][C:11]([O:10][C@@H:8]([C:3]3[CH:4]=[CH:5][CH:6]=[CH:7][C:2]=3[Cl:1])[CH3:9])=[O:26])=[CH:19][CH:20]=2)=[CH:34][CH:33]=1)=[O:31])[CH3:28]. (7) Given the reactants [CH3:1][S:2]([C:5]1[CH:10]=[CH:9][C:8]([CH2:11]O)=[CH:7][CH:6]=1)(=[O:4])=[O:3].CCN(CC)CC.CS([Cl:24])(=O)=O, predict the reaction product. The product is: [Cl:24][CH2:11][C:8]1[CH:9]=[CH:10][C:5]([S:2]([CH3:1])(=[O:4])=[O:3])=[CH:6][CH:7]=1.